Task: Regression. Given a target protein amino acid sequence and a drug SMILES string, predict the binding affinity score between them. We predict pIC50 (pIC50 = -log10(IC50 in M); higher means more potent). Dataset: bindingdb_ic50.. Dataset: Drug-target binding data from BindingDB using IC50 measurements (1) The compound is Cn1c(=O)c2c(ncn2C)n(C)c1=O. The target protein (P27815) has sequence MEPPTVPSERSLSLSLPGPREGQATLKPPPQHLWRQPRTPIRIQQRGYSDSAERAERERQPHRPIERADAMDTSDRPGLRTTRMSWPSSFHGTGTGSGGAGGGSSRRFEAENGPTPSPGRSPLDSQASPGLVLHAGAATSQRRESFLYRSDSDYDMSPKTMSRNSSVTSEAHAEDLIVTPFAQVLASLRSVRSNFSLLTNVPVPSNKRSPLGGPTPVCKATLSEETCQQLARETLEELDWCLEQLETMQTYRSVSEMASHKFKRMLNRELTHLSEMSRSGNQVSEYISTTFLDKQNEVEIPSPTMKEREKQQAPRPRPSQPPPPPVPHLQPMSQITGLKKLMHSNSLNNSNIPRFGVKTDQEELLAQELENLNKWGLNIFCVSDYAGGRSLTCIMYMIFQERDLLKKFRIPVDTMVTYMLTLEDHYHADVAYHNSLHAADVLQSTHVLLATPALDAVFTDLEILAALFAAAIHDVDHPGVSNQFLINTNSELALMYNDES.... The pIC50 is 3.1. (2) The compound is C[N+]1(CCCCCCCCCCCC[N+]2(C)CCOCC2)CCOCC1. The target protein (P0CP75) has sequence MSIITTAFALSLLATTAFAVPPETPRIELQAERGLGDQSYAPWQVDCPSNVTWIRNATTGLGTGERAYIEAREKLVQPAIEQMMAARGLETPPRTPVIGVALAGGGYRAMLTGLGGIMGMMNESTEASQSETGGWLDGVSYWSGLSGGSWATGSFMSNGGQLPTTLLENLWNIDSNLVFPDDGKLSFYTNLYTETNAKSDLGFPVQITDIWGLAIGSHVLPEPYQLSNTPNLTFSSLPSVVAALGNASLPMPIIVAADRKRREAGELVIAENATVWEFTPYEFGSWAFGSQYKSPGAFTPIEYLGTSVDDGSPNGTCWKGFDQLSFVMGTSATLFNGAFLELNGTDSGLLTNLITAFLADLGEDQADISRIPNSFSNYNSGENPIYNLTYITLVDAGETNQNIPLEPLLVPTRDVDAIVAFDSSYDSDYIWPNGTALRTTYERAKILAEHENTRVLMPEVPSMNGFVNGGYNSRPTFFGCNDTTTPVIIYIPSYPWSFAA.... The pIC50 is 3.6. (3) The small molecule is CN(C)c1ccc(/C=C/c2nc3ccccc3s2)cc1. The target protein (Q15788) has sequence MSGLGDSSSDPANPDSHKRKGSPCDTLASSTEKRRREQENKYLEELAELLSANISDIDSLSVKPDKCKILKKTVDQIQLMKRMEQEKSTTDDDVQKSDISSSSQGVIEKESLGPLLLEALDGFFFVVNCEGRIVFVSENVTSYLGYNQEELMNTSVYSILHVGDHAEFVKNLLPKSLVNGVPWPQEATRRNSHTFNCRMLIHPPDEPGTENQEACQRYEVMQCFTVSQPKSIQEDGEDFQSCLICIARRLPRPPAITGVESFMTKQDTTGKIISIDTSSLRAAGRTGWEDLVRKCIYAFFQPQGREPSYARQLFQEVMTRGTASSPSYRFILNDGTMLSAHTKCKLCYPQSPDMQPFIMGIHIIDREHSGLSPQDDTNSGMSIPRVNPSVNPSISPAHGVARSSTLPPSNSNMVSTRINRQQSSDLHSSSHSNSSNSQGSFGCSPGSQIVANVALNQGQASSQSSNPSLNLNNSPMEGTGISLAQFMSPRRQVTSGLATR.... The pIC50 is 4.7. (4) The compound is CCC1(c2cc(-c3ccc(S(=O)(=O)N(C)C)s3)cc(C(F)(F)F)c2)C(C#N)=C(N)Oc2n[nH]c(C)c21. The target protein sequence is MFNNDPLQKYDKELFDLLEKEKNRQIETINLIASENLTNTAVRECLGDRISNKYSEGYPHKRYYGGNDYVDKIEELCYKRALEAFNVSEEEWGVNVQPLSGSAANVQALYALVGVKGKIMGMHLCSGGHLTHGFFDEKKKVSITSDLFESKLYKCNSEGYVDMESVRNLALSFQPKVIICGYTSYPRDIDYKGFREICDEVNAYLFADISHISSFVACNLLNNPFTYADVVTTTTHKILRGPRSALIFFNKKRNPGIDQKINSSVFPSFQGGPHNNKIAAVACQLKEVNTPFFKEYTKQVLLNSKALAECLLKRNLDLVTNGTDNHLIVVDLRKYNITGSKLQETCNAINIALNKNTIPSDVDCVSPSGIRIGTPALTTRGCKEKDMEFIADMLLKAILLTDELQQKYGKKLVDFKKGLVNNPKIDELKKEVVQWAKNLPFA. The pIC50 is 6.5. (5) The compound is O=C(CCCCCCCSc1nc(Cc2ccccc2)cc(=O)[nH]1)NO. The target protein sequence is MEVGGQEVKPGATVSCKVGDGLVIHLSQAALGESKKASENAILSVNIDDKKLVLGTLSVEKHPQISCDLVFDKDFELPHNSKTRSVFFRGYKSPVPLFESNSGEDSSDEELKTDQIPLQNNEIKISAAKVPAKDDDDDVFIILAMMMMIYSSDDDDDDFTTSDSDNEMSEEDDSSDEDEMSEEDDSSDEDEMSGGADPSDDSSDESGSEHTSAPKKTDVVVGKKRAIKAEAPYGKKAKSEQSSQKTGDKASTSHPAKQSIKTPADKSRKTPTADKKSPKSGSHGCK. The pIC50 is 7.2. (6) The small molecule is O=C(NC1CC1)c1nc2cccnn2c1-c1ccc(Cl)c(F)c1. The target protein sequence is ATFPGHSQRREEFLYRSDSDYDLSPKAMSRNSSLPSEQHGDDLIVTPFAQVLASLRSVRNNFTILTNLHGTSNKRSPAASQPPVSRVNPQEESYQKLAMETLEELDWCLDQLETIQTYRSVSEMASNKFKRMLNRELTHLSEMSRSGNQVSEYISNTFLDKQNDVEIPSPTQKDREKKKKQQLMTQISGVKKLMHSSSLNNTSISRFGVNTENEDHLAKELEDLNKWGLNIFNVAGYSHNRPLTCIMYAIFQERDLLKTFRISSDTFITYMMTLEDHYHSDVAYHNSLHAADVAQSTHVLLSTPALDAVFTDLEILAAIFAAAIHDVDHPGVSNQFLINTNSELALMYNDESVLENHHLAVGFKLLQEEHCDIFMNLTKKQRQTLRKMVIDMVLATDMSKHMSLLADLKTMVETKKVTSSGVLLLDNYTDRIQVLRNMVHCADLSNPTKSLELYRQWTDRIMEEFFQQGDKERERGMEISPMCDKHTASVEKSQVGFIDY.... The pIC50 is 8.4. (7) The small molecule is COc1cc2c(cc1C(F)(F)F)N(C(=O)Nc1cc(OC(F)(F)F)cc(-c3cccnc3)c1)CC2. The target protein (P11712) has sequence MDSLVVLVLCLSCLLLLSLWRQSSGRGKLPPGPTPLPVIGNILQIGIKDISKSLTNLSKVYGPVFTLYFGLKPIVVLHGYEAVKEALIDLGEEFSGRGIFPLAERANRGFGIVFSNGKKWKEIRRFSLMTLRNFGMGKRSIEDRVQEEARCLVEELRKTKASPCDPTFILGCAPCNVICSIIFHKRFDYKDQQFLNLMEKLNENIKILSSPWIQICNNFSPIIDYFPGTHNKLLKNVAFMKSYILEKVKEHQESMDMNNPQDFIDCFLMKMEKEKHNQPSEFTIESLENTAVDLFGAGTETTSTTLRYALLLLLKHPEVTAKVQEEIERVIGRNRSPCMQDRSHMPYTDAVVHEVQRYIDLLPTSLPHAVTCDIKFRNYLIPKGTTILISLTSVLHDNKEFPNPEMFDPHHFLDEGGNFKKSKYFMPFSAGKRICVGEALAGMELFLFLTSILQNFNLKSLVDPKNLDTTPVVNGFASVPPFYQLCFIPV. The pIC50 is 5.7.